Dataset: Full USPTO retrosynthesis dataset with 1.9M reactions from patents (1976-2016). Task: Predict the reactants needed to synthesize the given product. Given the product [CH3:13][C:11]1[N:3]=[CH:1][S:2][C:5]=1[C:6]([O:8][CH2:9][CH3:10])=[O:7], predict the reactants needed to synthesize it. The reactants are: [CH:1]([NH2:3])=[S:2].Cl[CH:5]([C:11]([CH3:13])=O)[C:6]([O:8][CH2:9][CH3:10])=[O:7].C(=O)([O-])[O-].[Mg+2].